Task: Binary Classification. Given a drug SMILES string, predict its activity (active/inactive) in a high-throughput screening assay against a specified biological target.. Dataset: HIV replication inhibition screening data with 41,000+ compounds from the AIDS Antiviral Screen (1) The drug is c1ccc(C(NCC2CCO2)(c2ccccc2)c2ccccc2)cc1. The result is 0 (inactive). (2) The compound is COC(=O)C12CCCC(=O)C1C1CCCCC12. The result is 0 (inactive). (3) The molecule is Cc1ccccc1[PH](Cc1ccccc1)(c1ccccc1)c1ccccc1. The result is 0 (inactive). (4) The molecule is Cc1cc2c3ccccc3n(C)c2c2c1C(=O)C=CC2=O. The result is 0 (inactive). (5) The compound is CCOc1cc(C2SCC(=O)N2c2ccc(Oc3ccc(Cl)cc3)c(Cl)c2)ccc1O. The result is 0 (inactive). (6) The molecule is O=Cc1ccccc1OCCCC[PH](c1ccccc1)(c1ccccc1)c1ccccc1. The result is 0 (inactive). (7) The compound is CCc1c2c(c(C)n1C)C(c1ccccc1)=NCC(=O)N2. The result is 0 (inactive). (8) The compound is Nc1nc2c(c(-c3cccc(Cl)c3)n1)COCC2=Cc1cccc(Cl)c1. The result is 0 (inactive).